Dataset: Full USPTO retrosynthesis dataset with 1.9M reactions from patents (1976-2016). Task: Predict the reactants needed to synthesize the given product. (1) Given the product [O:1]1[C:6]2=[CH:7][N:8]=[C:9]([CH:11]=[O:12])[CH:10]=[C:5]2[CH2:4][CH2:3][CH2:2]1, predict the reactants needed to synthesize it. The reactants are: [O:1]1[C:6]2=[CH:7][N:8]=[C:9]([CH2:11][OH:12])[CH:10]=[C:5]2[CH2:4][CH2:3][CH2:2]1. (2) Given the product [CH3:23][S:24]([O:14][C@H:11]1[CH2:10][CH2:9][C@H:8]([NH:7][C:6]([O:5][C:1]([CH3:4])([CH3:2])[CH3:3])=[O:15])[CH2:13][CH2:12]1)(=[O:26])=[O:25], predict the reactants needed to synthesize it. The reactants are: [C:1]([O:5][C:6](=[O:15])[NH:7][C@H:8]1[CH2:13][CH2:12][C@H:11]([OH:14])[CH2:10][CH2:9]1)([CH3:4])([CH3:3])[CH3:2].C(N(CC)CC)C.[CH3:23][S:24](Cl)(=[O:26])=[O:25]. (3) Given the product [CH3:17][O:16][C:4]1[CH:3]=[C:2]([O:1][S:20]([C:19]([F:39])([F:38])[F:18])(=[O:22])=[O:21])[CH:7]=[CH:6][C:5]=1[C:8]([N:10]1[CH2:11][CH2:12][O:13][CH2:14][CH2:15]1)=[O:9], predict the reactants needed to synthesize it. The reactants are: [OH:1][C:2]1[CH:7]=[CH:6][C:5]([C:8]([N:10]2[CH2:15][CH2:14][O:13][CH2:12][CH2:11]2)=[O:9])=[C:4]([O:16][CH3:17])[CH:3]=1.[F:18][C:19]([F:39])([F:38])[S:20](N(C1C=CC(Cl)=CN=1)[S:20]([C:19]([F:39])([F:38])[F:18])(=[O:22])=[O:21])(=[O:22])=[O:21]. (4) The reactants are: Br[C:2]1[CH:3]=[C:4]2[C:8](=[CH:9][CH:10]=1)[C:7](=[O:11])[N:6]([C:12]1([CH3:20])[CH2:17][CH2:16][C:15](=[O:18])[NH:14][C:13]1=[O:19])[CH2:5]2.[CH3:21][N:22](C)C=O. Given the product [CH3:20][C:12]1([N:6]2[CH2:5][C:4]3[C:8](=[CH:9][CH:10]=[C:2]([C:21]#[N:22])[CH:3]=3)[C:7]2=[O:11])[CH2:17][CH2:16][C:15](=[O:18])[NH:14][C:13]1=[O:19], predict the reactants needed to synthesize it.